This data is from Catalyst prediction with 721,799 reactions and 888 catalyst types from USPTO. The task is: Predict which catalyst facilitates the given reaction. (1) The catalyst class is: 85. Product: [C:18]([C:16]1[S:17][C:13]([C:9]2[CH:10]=[C:11]([Cl:12])[C:5]3[O:4][CH:3]([CH2:2][NH:1][C:46](=[O:41])/[CH:45]=[CH:47]/[C:27]4[CH:28]=[N:29][C:24]([NH2:23])=[N:25][CH:26]=4)[CH2:7][C:6]=3[CH:8]=2)=[CH:14][CH:15]=1)(=[O:20])[CH3:19]. Reactant: [NH2:1][CH2:2][CH:3]1[CH2:7][C:6]2[CH:8]=[C:9]([C:13]3[S:17][C:16]([C:18](=[O:20])[CH3:19])=[CH:15][CH:14]=3)[CH:10]=[C:11]([Cl:12])[C:5]=2[O:4]1.CC[N:23]=[C:24]=[N:25][CH2:26][CH2:27][CH2:28][N:29](C)C.C1C=CC2N([OH:41])N=NC=2C=1.CCN(C(C)C)[CH:45]([CH3:47])[CH3:46]. (2) Reactant: [Si:1]([O:8][C@H:9]1[C@H:13]2[O:14][CH2:15][C@@H:16]([O:17][CH2:18][C:19]#[C:20][C:21]3[C:26]([NH:27]C(=O)OC(C)(C)C)=[CH:25][C:24]([F:35])=[C:23]([Cl:36])[N:22]=3)[C@H:12]2[O:11][CH2:10]1)([C:4]([CH3:7])([CH3:6])[CH3:5])([CH3:3])[CH3:2].C1CCN2C(=NCCC2)CC1. Product: [Si:1]([O:8][C@H:9]1[C@H:13]2[O:14][CH2:15][C@@H:16]([O:17][CH2:18][C:19]3[NH:27][C:26]4[C:21](=[N:22][C:23]([Cl:36])=[C:24]([F:35])[CH:25]=4)[CH:20]=3)[C@H:12]2[O:11][CH2:10]1)([C:4]([CH3:7])([CH3:5])[CH3:6])([CH3:3])[CH3:2]. The catalyst class is: 5. (3) Reactant: Br[C:2]1[S:3][C:4]2[CH2:14][CH2:13][C:12]3[C:7](=[CH:8][CH:9]=[C:10](Br)[CH:11]=3)[C:5]=2[N:6]=1.C([Sn](CCCC)(CCCC)C([O:23][CH2:24][CH3:25])=C)CCC.[F-].[K+].[O:36]1CCO[CH2:38][CH2:37]1. The catalyst class is: 235. Product: [N:6]1[C:5]2[C:7]3[C:12]([CH2:13][CH2:14][C:4]=2[S:3][C:2]=1[C:24](=[O:23])[CH3:25])=[CH:11][C:10]([C:37](=[O:36])[CH3:38])=[CH:9][CH:8]=3. (4) Reactant: [SH:1][C:2]1[C:3]2[C:13](=[O:14])[N:12]([C:15]3[CH:20]=[CH:19][CH:18]=[CH:17][CH:16]=3)[C:11](=[O:21])[N:10]([C:22]3[CH:27]=[CH:26][CH:25]=[CH:24][CH:23]=3)[C:4]=2[N:5]([CH3:9])[C:6](=[O:8])[N:7]=1.[CH3:28]N(C)C=O.C(=O)([O-])[O-].[K+].[K+].CI. Product: [CH3:9][N:5]1[C:4]2[N:10]([C:22]3[CH:27]=[CH:26][CH:25]=[CH:24][CH:23]=3)[C:11](=[O:21])[N:12]([C:15]3[CH:20]=[CH:19][CH:18]=[CH:17][CH:16]=3)[C:13](=[O:14])[C:3]=2[C:2]([S:1][CH3:28])=[N:7][C:6]1=[O:8]. The catalyst class is: 6. (5) Product: [CH3:39][C:33]1[C:34]2[CH2:38][CH2:37][CH2:36][C:35]=2[N:30]2[N:29]=[C:28](/[CH:5]=[C:6]3\[C@@H:7]4[N:11]([C:12]\3=[O:13])[C:10]([C:14]([OH:16])=[O:15])=[CH:9][S:8]4)[N:40]=[C:31]2[N:32]=1. The catalyst class is: 10. Reactant: C(O[CH:5]([C:28]1[N:40]=[C:31]2[N:32]=[C:33]([CH3:39])[C:34]3[CH2:38][CH2:37][CH2:36][C:35]=3[N:30]2[N:29]=1)[C:6]1(Br)[C:12](=[O:13])[N:11]2[C@@H:7]1[S:8][CH:9]=[C:10]2[C:14]([O:16]CC1C=CC([N+]([O-])=O)=CC=1)=[O:15])(=O)C.